Dataset: Forward reaction prediction with 1.9M reactions from USPTO patents (1976-2016). Task: Predict the product of the given reaction. (1) Given the reactants S(Cl)(Cl)=O.[NH2:5][C:6]1[CH:14]=[CH:13][C:12]([CH3:15])=[CH:11][C:7]=1[C:8]([OH:10])=[O:9].[CH3:16]O, predict the reaction product. The product is: [CH3:16][O:9][C:8](=[O:10])[C:7]1[CH:11]=[C:12]([CH3:15])[CH:13]=[CH:14][C:6]=1[NH2:5]. (2) Given the reactants [CH2:1]([S:3](=[N:28][C:29]#[N:30])[C:4]1[C:5]([C:14]2[N:26]([CH3:27])[C:17]3=[N:18][CH:19]=[C:20]([C:22]([F:25])([F:24])[F:23])[CH:21]=[C:16]3[N:15]=2)=[N:6][CH:7]=[C:8]([C:10]([F:13])([F:12])[F:11])[CH:9]=1)[CH3:2].ClCCl.I([O-])(=O)(=O)=[O:35].[Na+], predict the reaction product. The product is: [CH2:1]([S:3](=[N:28][C:29]#[N:30])([C:4]1[C:5]([C:14]2[N:26]([CH3:27])[C:17]3=[N:18][CH:19]=[C:20]([C:22]([F:25])([F:23])[F:24])[CH:21]=[C:16]3[N:15]=2)=[N:6][CH:7]=[C:8]([C:10]([F:11])([F:13])[F:12])[CH:9]=1)=[O:35])[CH3:2]. (3) Given the reactants [CH:1]([O:4][C:5]1[CH:9]=[C:8]([C:10]([O:12][CH3:13])=[O:11])[NH:7][N:6]=1)([CH3:3])[CH3:2].[CH2:14](Br)[C:15]1[CH:20]=[CH:19][CH:18]=[CH:17][CH:16]=1.C(=O)([O-])[O-].[K+].[K+].CN(C)C=O, predict the reaction product. The product is: [CH2:14]([N:7]1[C:8]([C:10]([O:12][CH3:13])=[O:11])=[CH:9][C:5]([O:4][CH:1]([CH3:3])[CH3:2])=[N:6]1)[C:15]1[CH:20]=[CH:19][CH:18]=[CH:17][CH:16]=1. (4) Given the reactants [CH2:1]([C:3]1[C:8]([CH2:9][N:10]2[CH2:13][CH:12]([C:14]([O:16][CH3:17])=[O:15])[CH2:11]2)=[CH:7][CH:6]=[CH:5][C:4]=1B(O)O)[CH3:2].Br[C:22]1[S:23][C:24]([C:27]2[CH:32]=[CH:31][C:30]([O:33][CH:34]([CH3:36])[CH3:35])=[C:29]([Cl:37])[CH:28]=2)=[N:25][N:26]=1.C(=O)([O-])[O-].[K+].[K+].CC(C1C=C(C(C)C)C(C2C=CC=CC=2P(C2CCCCC2)C2CCCCC2)=C(C(C)C)C=1)C.B(O)O, predict the reaction product. The product is: [Cl-:37].[Cl:37][C:29]1[CH:28]=[C:27]([C:24]2[S:23][C:22]([C:4]3[C:3]([CH2:1][CH3:2])=[C:8]([CH:7]=[CH:6][CH:5]=3)[CH2:9][NH+:10]3[CH2:13][CH:12]([C:14]([O:16][CH3:17])=[O:15])[CH2:11]3)=[N:26][N:25]=2)[CH:32]=[CH:31][C:30]=1[O:33][CH:34]([CH3:35])[CH3:36].